From a dataset of Full USPTO retrosynthesis dataset with 1.9M reactions from patents (1976-2016). Predict the reactants needed to synthesize the given product. (1) Given the product [CH3:19][O:7][C:6](=[O:8])[C:5]1[CH:9]=[CH:10][CH:11]=[CH:12][C:4]=1[O:3][CH:2]([F:13])[F:1], predict the reactants needed to synthesize it. The reactants are: [F:1][CH:2]([F:13])[O:3][C:4]1[CH:12]=[CH:11][CH:10]=[CH:9][C:5]=1[C:6]([OH:8])=[O:7].S(=O)(=O)(O)O.[CH3:19]O. (2) Given the product [O:9]1[CH:13]=[CH:12][CH:11]=[C:10]1/[CH:14]=[CH:2]/[C:1]([C:4]1[S:5][CH:6]=[CH:7][CH:8]=1)=[O:3].[C:12]1([CH:11]=[CH:10][C:14]([C:2]2[CH:6]=[CH:7][CH:8]=[CH:4][CH:1]=2)=[O:15])[CH:8]=[CH:4][CH:1]=[CH:2][CH:13]=1, predict the reactants needed to synthesize it. The reactants are: [C:1]([C:4]1[S:5][CH:6]=[CH:7][CH:8]=1)(=[O:3])[CH3:2].[O:9]1[CH:13]=[CH:12][CH:11]=[C:10]1[CH:14]=[O:15]. (3) Given the product [Cl:29][C:30]1[C:31]2[CH:38]=[C:37]([C:15]3[CH2:20][CH2:19][N:18]([C:21]([O:23][C:24]([CH3:25])([CH3:26])[CH3:27])=[O:22])[CH2:17][CH:16]=3)[N:36]([S:40]([C:43]3[CH:48]=[CH:47][CH:46]=[CH:45][CH:44]=3)(=[O:42])=[O:41])[C:32]=2[N:33]=[CH:34][N:35]=1, predict the reactants needed to synthesize it. The reactants are: C(=O)([O-])[O-].[Cs+].[Cs+].CC1(C)C(C)(C)OB([C:15]2[CH2:20][CH2:19][N:18]([C:21]([O:23][C:24]([CH3:27])([CH3:26])[CH3:25])=[O:22])[CH2:17][CH:16]=2)O1.[Cl:29][C:30]1[C:31]2[CH:38]=[C:37](I)[N:36]([S:40]([C:43]3[CH:48]=[CH:47][CH:46]=[CH:45][CH:44]=3)(=[O:42])=[O:41])[C:32]=2[N:33]=[CH:34][N:35]=1. (4) Given the product [NH2:29][C:4]1[CH:5]=[C:6]([C:9]([N:11]2[CH2:12][CH2:13][CH:14]([C:17]3[CH:22]=[CH:21][C:20]([C:23]4[CH:24]=[N:25][N:26]([CH3:28])[CH:27]=4)=[CH:19][CH:18]=3)[CH2:15][CH2:16]2)=[O:10])[CH:7]=[CH:8][C:3]=1[NH:2][CH3:1], predict the reactants needed to synthesize it. The reactants are: [CH3:1][NH:2][C:3]1[CH:8]=[CH:7][C:6]([C:9]([N:11]2[CH2:16][CH2:15][CH:14]([C:17]3[CH:22]=[CH:21][C:20]([C:23]4[CH:24]=[N:25][N:26]([CH3:28])[CH:27]=4)=[CH:19][CH:18]=3)[CH2:13][CH2:12]2)=[O:10])=[CH:5][C:4]=1[N+:29]([O-])=O.